Dataset: Aqueous solubility values for 9,982 compounds from the AqSolDB database. Task: Regression/Classification. Given a drug SMILES string, predict its absorption, distribution, metabolism, or excretion properties. Task type varies by dataset: regression for continuous measurements (e.g., permeability, clearance, half-life) or binary classification for categorical outcomes (e.g., BBB penetration, CYP inhibition). For this dataset (solubility_aqsoldb), we predict Y. (1) The compound is Cc1ccc(N(CC(C)O)CC(C)O)cc1. The Y is -1.50 log mol/L. (2) The molecule is Cc1ccc(NC(=O)N(C)C)cc1Cl. The Y is -3.48 log mol/L.